This data is from Forward reaction prediction with 1.9M reactions from USPTO patents (1976-2016). The task is: Predict the product of the given reaction. The product is: [Br:1][C:2]1[CH:3]=[CH:4][C:5]([O:17][CH:24]([C:26]2[CH:31]=[CH:30][CH:29]=[CH:28][CH:27]=2)[CH3:25])=[C:6]([CH:16]=1)[C:7]([NH:9][C:10]1[CH:11]=[N:12][CH:13]=[CH:14][CH:15]=1)=[O:8]. Given the reactants [Br:1][C:2]1[CH:3]=[CH:4][C:5]([OH:17])=[C:6]([CH:16]=1)[C:7]([NH:9][C:10]1[CH:11]=[N:12][CH:13]=[CH:14][CH:15]=1)=[O:8].[OH-].[K+].CO.[K].Br[CH:24]([C:26]1[CH:31]=[CH:30][CH:29]=[CH:28][CH:27]=1)[CH3:25], predict the reaction product.